This data is from Peptide-MHC class I binding affinity with 185,985 pairs from IEDB/IMGT. The task is: Regression. Given a peptide amino acid sequence and an MHC pseudo amino acid sequence, predict their binding affinity value. This is MHC class I binding data. (1) The peptide sequence is IIRVTSELL. The MHC is HLA-B40:01 with pseudo-sequence HLA-B40:01. The binding affinity (normalized) is 0.0847. (2) The peptide sequence is QVFKGVVIR. The MHC is HLA-A02:03 with pseudo-sequence HLA-A02:03. The binding affinity (normalized) is 0.0847. (3) The peptide sequence is YQLWTALISL. The MHC is HLA-A02:06 with pseudo-sequence HLA-A02:06. The binding affinity (normalized) is 0.948. (4) The peptide sequence is SPLFLIVAAL. The MHC is HLA-B07:02 with pseudo-sequence HLA-B07:02. The binding affinity (normalized) is 0.491. (5) The peptide sequence is SASDMQKFT. The MHC is HLA-A02:02 with pseudo-sequence HLA-A02:02. The binding affinity (normalized) is 0.